Dataset: NCI-60 drug combinations with 297,098 pairs across 59 cell lines. Task: Regression. Given two drug SMILES strings and cell line genomic features, predict the synergy score measuring deviation from expected non-interaction effect. (1) Cell line: U251. Drug 2: CN(CCCl)CCCl.Cl. Drug 1: CC1=C(C(CCC1)(C)C)C=CC(=CC=CC(=CC(=O)O)C)C. Synergy scores: CSS=16.1, Synergy_ZIP=3.18, Synergy_Bliss=1.58, Synergy_Loewe=-17.6, Synergy_HSA=-3.75. (2) Drug 1: CC1=C(C(=O)C2=C(C1=O)N3CC4C(C3(C2COC(=O)N)OC)N4)N. Drug 2: CC(C)CN1C=NC2=C1C3=CC=CC=C3N=C2N. Cell line: OVCAR-4. Synergy scores: CSS=4.90, Synergy_ZIP=-1.81, Synergy_Bliss=2.43, Synergy_Loewe=0.829, Synergy_HSA=2.16. (3) Cell line: EKVX. Drug 2: CCCCC(=O)OCC(=O)C1(CC(C2=C(C1)C(=C3C(=C2O)C(=O)C4=C(C3=O)C=CC=C4OC)O)OC5CC(C(C(O5)C)O)NC(=O)C(F)(F)F)O. Drug 1: CC(CN1CC(=O)NC(=O)C1)N2CC(=O)NC(=O)C2. Synergy scores: CSS=6.68, Synergy_ZIP=-3.47, Synergy_Bliss=-2.32, Synergy_Loewe=1.49, Synergy_HSA=-0.0706. (4) Drug 1: C1=CC(=CC=C1C#N)C(C2=CC=C(C=C2)C#N)N3C=NC=N3. Drug 2: CC(C)CN1C=NC2=C1C3=CC=CC=C3N=C2N. Cell line: SNB-75. Synergy scores: CSS=2.60, Synergy_ZIP=-2.50, Synergy_Bliss=-1.55, Synergy_Loewe=-1.41, Synergy_HSA=-0.460. (5) Drug 1: CC1=CC2C(CCC3(C2CCC3(C(=O)C)OC(=O)C)C)C4(C1=CC(=O)CC4)C. Drug 2: CC1CCC2CC(C(=CC=CC=CC(CC(C(=O)C(C(C(=CC(C(=O)CC(OC(=O)C3CCCCN3C(=O)C(=O)C1(O2)O)C(C)CC4CCC(C(C4)OC)O)C)C)O)OC)C)C)C)OC. Cell line: PC-3. Synergy scores: CSS=32.9, Synergy_ZIP=1.43, Synergy_Bliss=0.481, Synergy_Loewe=-42.6, Synergy_HSA=-1.89. (6) Drug 1: C1=CC(=CC=C1C#N)C(C2=CC=C(C=C2)C#N)N3C=NC=N3. Drug 2: C1=CN(C(=O)N=C1N)C2C(C(C(O2)CO)O)O.Cl. Cell line: SR. Synergy scores: CSS=49.9, Synergy_ZIP=6.66, Synergy_Bliss=6.49, Synergy_Loewe=-16.3, Synergy_HSA=5.08.